From a dataset of Reaction yield outcomes from USPTO patents with 853,638 reactions. Predict the reaction yield, written as a fraction of the theoretical maximum amount of product (1.0 means a 100% yield; for example, 0.34 means a 34% yield). (1) The reactants are [OH-].[Li+].C[O:4][C:5](=[O:19])[CH:6]([O:17][CH3:18])[CH2:7][C:8]1[CH:13]=[CH:12][C:11]([OH:14])=[C:10]([O:15][CH3:16])[CH:9]=1. The catalyst is C1COCC1. The product is [OH:14][C:11]1[CH:12]=[CH:13][C:8]([CH2:7][CH:6]([O:17][CH3:18])[C:5]([OH:19])=[O:4])=[CH:9][C:10]=1[O:15][CH3:16]. The yield is 0.740. (2) The reactants are O.[OH-].[Li+].C[O:5][C:6](=[O:35])[C:7]1[CH:12]=[CH:11][CH:10]=[CH:9][C:8]=1[C:13]([N:15]1[CH2:20][CH2:19][N:18]([C:21]2[N:22]=[N:23][C:24]([C:27](=[O:34])[NH:28][CH2:29][CH2:30][CH:31]3[CH2:33][CH2:32]3)=[CH:25][CH:26]=2)[CH2:17][CH2:16]1)=[O:14]. The catalyst is O1CCCC1.O. The product is [CH:31]1([CH2:30][CH2:29][NH:28][C:27]([C:24]2[N:23]=[N:22][C:21]([N:18]3[CH2:17][CH2:16][N:15]([C:13]([C:8]4[CH:9]=[CH:10][CH:11]=[CH:12][C:7]=4[C:6]([OH:35])=[O:5])=[O:14])[CH2:20][CH2:19]3)=[CH:26][CH:25]=2)=[O:34])[CH2:33][CH2:32]1. The yield is 0.420. (3) The reactants are C(OC(=O)C)(=O)C.[CH3:8][O:9][C:10]1[CH:11]=[C:12]([C:19]([OH:21])=[O:20])[C:13](=[CH:17][CH:18]=1)[C:14]([OH:16])=O. The catalyst is O1CCCC1. The product is [CH3:8][O:9][C:10]1[CH:11]=[C:12]2[C:19](=[O:20])[O:21][C:14](=[O:16])[C:13]2=[CH:17][CH:18]=1. The yield is 0.990. (4) The reactants are [N:1]([C:4]1[CH:14]=[CH:13][C:7]([C:8]([O:10]CC)=[O:9])=[CH:6][CH:5]=1)=[C:2]=[O:3].[N:15]1[CH:20]=[CH:19][CH:18]=[C:17]([CH2:21][OH:22])[CH:16]=1. The catalyst is C1COCC1. The product is [N:15]1[CH:20]=[CH:19][CH:18]=[C:17]([CH2:21][O:22][C:2]([NH:1][C:4]2[CH:5]=[CH:6][C:7]([C:8]([OH:10])=[O:9])=[CH:13][CH:14]=2)=[O:3])[CH:16]=1. The yield is 0.960. (5) The reactants are [OH-].[Li+].[Cl:3][C:4]1[N:5]=[C:6]([C:11]([NH:13][C@@H:14]2[CH2:19][CH2:18][N:17]([C:20]3[S:21][C:22]4[C:28]([C:29]([O:31]CC)=[O:30])=[CH:27][CH:26]=[CH:25][C:23]=4[N:24]=3)[CH2:16][C@@H:15]2[NH:34][CH:35]([CH2:38][CH3:39])[CH2:36][CH3:37])=[O:12])[NH:7][C:8]=1[CH2:9][CH3:10].Cl. The catalyst is CO.O1CCCC1. The product is [Cl:3][C:4]1[N:5]=[C:6]([C:11]([NH:13][C@@H:14]2[CH2:19][CH2:18][N:17]([C:20]3[S:21][C:22]4[C:28]([C:29]([OH:31])=[O:30])=[CH:27][CH:26]=[CH:25][C:23]=4[N:24]=3)[CH2:16][C@@H:15]2[NH:34][CH:35]([CH2:36][CH3:37])[CH2:38][CH3:39])=[O:12])[NH:7][C:8]=1[CH2:9][CH3:10]. The yield is 0.920. (6) The catalyst is O.CO. The reactants are [OH:1][C:2]([C:34]1[CH:39]=[CH:38][CH:37]=[CH:36][CH:35]=1)([C:28]1[CH:33]=[CH:32][CH:31]=[CH:30][CH:29]=1)[CH:3]1[CH2:8][CH2:7][N:6]([CH2:9][CH2:10][CH2:11][C:12]([C:14]2[CH:19]=[CH:18][C:17]([C:20]([CH3:27])([CH3:26])[C:21]([O:23]CC)=[O:22])=[CH:16][CH:15]=2)=[O:13])[CH2:5][CH2:4]1.[OH-].[Na+].[BH4-].[Na+].CC(C)=O.[ClH:48]. The product is [OH2:1].[ClH:48].[OH:1][C:2]([C:34]1[CH:35]=[CH:36][CH:37]=[CH:38][CH:39]=1)([C:28]1[CH:29]=[CH:30][CH:31]=[CH:32][CH:33]=1)[CH:3]1[CH2:8][CH2:7][N:6]([CH2:9][CH2:10][CH2:11][CH:12]([C:14]2[CH:19]=[CH:18][C:17]([C:20]([CH3:27])([CH3:26])[C:21]([OH:23])=[O:22])=[CH:16][CH:15]=2)[OH:13])[CH2:5][CH2:4]1. The yield is 0.980.